Predict the reaction yield, written as a fraction of the theoretical maximum amount of product (1.0 means a 100% yield; for example, 0.34 means a 34% yield). From a dataset of Reaction yield outcomes from USPTO patents with 853,638 reactions. (1) The reactants are [Cl:1][C:2]1[CH:3]=[C:4]([CH2:20][CH2:21][O:22][C:23](=[O:25])[CH3:24])[CH:5]=[C:6]([Cl:19])[C:7]=1[O:8][C:9]1[CH:14]=[C:13]([CH:15]([CH3:17])[CH3:16])[C:12](=[O:18])[NH:11][N:10]=1.[C:26](=O)([O-])[O-].[K+].[K+].CI. No catalyst specified. The product is [Cl:1][C:2]1[CH:3]=[C:4]([CH2:20][CH2:21][O:22][C:23](=[O:25])[CH3:24])[CH:5]=[C:6]([Cl:19])[C:7]=1[O:8][C:9]1[CH:14]=[C:13]([CH:15]([CH3:17])[CH3:16])[C:12](=[O:18])[N:11]([CH3:26])[N:10]=1. The yield is 0.720. (2) The reactants are Br[CH:2]1[CH:11]([CH3:12])[CH2:10][C:9]2[N:8]=[C:7]([CH3:13])[CH:6]=[CH:5][C:4]=2[C:3]1=[O:14].C(=O)([O-])[O-].[Li+].[Li+].[Br-].[Li+]. The catalyst is CN(C=O)C. The product is [OH:14][C:3]1[CH:2]=[C:11]([CH3:12])[CH:10]=[C:9]2[C:4]=1[CH:5]=[CH:6][C:7]([CH3:13])=[N:8]2. The yield is 0.630. (3) The reactants are Cl[C:2]1[CH:7]=[C:6]([Cl:8])[N:5]=[CH:4][N:3]=1.[Cl:9][C:10]1[CH:20]=[CH:19][C:13](/[CH:14]=[CH:15]/B(O)O)=[CH:12][CH:11]=1.P([O-])([O-])([O-])=O.[K+].[K+].[K+]. The catalyst is CN(C=O)C.C1C=CC([P]([Pd]([P](C2C=CC=CC=2)(C2C=CC=CC=2)C2C=CC=CC=2)([P](C2C=CC=CC=2)(C2C=CC=CC=2)C2C=CC=CC=2)[P](C2C=CC=CC=2)(C2C=CC=CC=2)C2C=CC=CC=2)(C2C=CC=CC=2)C2C=CC=CC=2)=CC=1. The product is [Cl:8][C:6]1[CH:7]=[C:2](/[CH:15]=[CH:14]/[C:13]2[CH:19]=[CH:20][C:10]([Cl:9])=[CH:11][CH:12]=2)[N:3]=[CH:4][N:5]=1. The yield is 0.237. (4) The product is [CH2:37]([O:39][C:40](=[O:52])[C:41]([C:43]1[CH:48]=[CH:47][C:46]([S:49][CH2:50][CH3:51])=[CH:45][CH:44]=1)=[CH:7][CH:2]1[CH2:6][CH2:5][CH2:4][CH2:3]1)[CH3:38]. The yield is 0.500. The reactants are [I-].[CH:2]1([CH2:7][P+](C2C=CC=CC=2)(C2C=CC=CC=2)C2C=CC=CC=2)[CH2:6][CH2:5][CH2:4][CH2:3]1.C[Si]([N-][Si](C)(C)C)(C)C.[Na+].[CH2:37]([O:39][C:40](=[O:52])[C:41]([C:43]1[CH:48]=[CH:47][C:46]([S:49][CH2:50][CH3:51])=[CH:45][CH:44]=1)=O)[CH3:38]. The catalyst is O1CCCC1. (5) The product is [CH3:21][C:5]1[C:6]([CH2:8][CH2:9][C:10]2[CH:15]=[CH:14][CH:13]=[CH:12][C:11]=2[CH:16]([CH3:20])[C:17]([NH2:19])=[O:18])=[N:7][C:2]([NH:28][C:26]2[CH:25]=[N:24][N:23]([CH3:22])[CH:27]=2)=[N:3][CH:4]=1. The reactants are Cl[C:2]1[N:7]=[C:6]([CH2:8][CH2:9][C:10]2[CH:15]=[CH:14][CH:13]=[CH:12][C:11]=2[CH:16]([CH3:20])[C:17]([NH2:19])=[O:18])[C:5]([CH3:21])=[CH:4][N:3]=1.[CH3:22][N:23]1[CH:27]=[C:26]([NH2:28])[CH:25]=[N:24]1.O.C1(C)C=CC(S(O)(=O)=O)=CC=1. The yield is 0.590. The catalyst is O1CCOCC1. (6) The reactants are I[C:2]1[CH:7]=[C:6]([S:8]([C:11]2[CH:16]=[CH:15][C:14]([CH3:17])=[CH:13][CH:12]=2)(=[O:10])=[O:9])[C:5]([CH:18]([CH3:20])[CH3:19])=[CH:4][C:3]=1[O:21][CH3:22].[F-].[K+].[F:25][C:26](I)([F:28])[F:27].O. The catalyst is CN(C=O)C.[Cu]I. The product is [CH:18]([C:5]1[CH:4]=[C:3]([O:21][CH3:22])[C:2]([C:26]([F:28])([F:27])[F:25])=[CH:7][C:6]=1[S:8]([C:11]1[CH:16]=[CH:15][C:14]([CH3:17])=[CH:13][CH:12]=1)(=[O:10])=[O:9])([CH3:20])[CH3:19]. The yield is 1.00. (7) The reactants are [CH3:1][O:2][C:3]1[C:12]([NH:13][C:14](=[O:18])OCC)=[N:11][C:10]2[C:5](=[CH:6][CH:7]=[C:8]([CH3:19])[CH:9]=2)[N:4]=1.[Cl:20][C:21]1[CH:26]=[CH:25][CH:24]=[CH:23][C:22]=1[N:27]1[CH2:32][CH2:31][NH:30][CH2:29][CH2:28]1. No catalyst specified. The product is [CH3:1][O:2][C:3]1[C:12]([NH:13][C:14]([N:30]2[CH2:29][CH2:28][N:27]([C:22]3[CH:23]=[CH:24][CH:25]=[CH:26][C:21]=3[Cl:20])[CH2:32][CH2:31]2)=[O:18])=[N:11][C:10]2[C:5](=[CH:6][CH:7]=[C:8]([CH3:19])[CH:9]=2)[N:4]=1. The yield is 0.660.